This data is from Forward reaction prediction with 1.9M reactions from USPTO patents (1976-2016). The task is: Predict the product of the given reaction. (1) Given the reactants C([C@@H]1COC(=O)N1[C:14](=[O:40])[C@H:15]([CH3:39])[C@H:16]([C@H:25]1[CH2:29][O:28][C:27]([CH3:31])([CH3:30])[N:26]1[C:32]([O:34][C:35]([CH3:38])([CH3:37])[CH3:36])=[O:33])[O:17][Si:18]([C:21]([CH3:24])([CH3:23])[CH3:22])([CH3:20])[CH3:19])C1C=CC=CC=1.CCO.[Li+].[BH4-], predict the reaction product. The product is: [Si:18]([O:17][C@@H:16]([C@H:25]1[CH2:29][O:28][C:27]([CH3:31])([CH3:30])[N:26]1[C:32]([O:34][C:35]([CH3:36])([CH3:38])[CH3:37])=[O:33])[C@@H:15]([CH3:39])[CH2:14][OH:40])([C:21]([CH3:22])([CH3:23])[CH3:24])([CH3:20])[CH3:19]. (2) Given the reactants [Cl:1][C:2]1[N:7]=[N:6][C:5]([N:8]2[C:16]3[C:11](=[CH:12][CH:13]=[CH:14][CH:15]=3)[CH2:10][C@H:9]2[C:17]([OH:19])=[O:18])=[CH:4][CH:3]=1.[CH3:20]OC(OC)N(C)C, predict the reaction product. The product is: [Cl:1][C:2]1[N:7]=[N:6][C:5]([N:8]2[C:16]3[C:11](=[CH:12][CH:13]=[CH:14][CH:15]=3)[CH2:10][C@H:9]2[C:17]([O:19][CH3:20])=[O:18])=[CH:4][CH:3]=1. (3) Given the reactants [CH2:1]1[CH2:5][O:4][CH2:3][CH2:2]1.[Cl:6][C:7]1[CH:12]=[CH:11][CH:10]=[C:9]([F:13])[N:8]=1.[Li+].CC([N-]C(C)C)C.C1(=O)CCC1, predict the reaction product. The product is: [Cl:6][C:7]1[N:8]=[C:9]([F:13])[C:10]([C:5]2([OH:4])[CH2:3][CH2:2][CH2:1]2)=[CH:11][CH:12]=1. (4) Given the reactants [Br:1][C:2]1[N:7]=[C:6]([C:8]2[S:9][CH:10]=[C:11]([CH2:13][OH:14])[N:12]=2)[CH:5]=[CH:4][CH:3]=1.CCN(C(C)C)C(C)C.[CH3:24][Si:25]([CH2:28][CH2:29][O:30][CH2:31]Cl)([CH3:27])[CH3:26], predict the reaction product. The product is: [Br:1][C:2]1[N:7]=[C:6]([C:8]2[S:9][CH:10]=[C:11]([CH2:13][O:14][CH2:31][O:30][CH2:29][CH2:28][Si:25]([CH3:27])([CH3:26])[CH3:24])[N:12]=2)[CH:5]=[CH:4][CH:3]=1. (5) Given the reactants [ClH:1].[CH2:2]([N:6]([CH2:41][CH:42]([CH3:44])[CH3:43])[C:7]([C:9]1[CH:40]=[CH:39][C:12]2[N:13]([CH2:29][CH2:30][NH:31]C(=O)OC(C)(C)C)[C:14]([NH:16][C:17]3[CH:22]=[C:21]([O:23][CH3:24])[C:20]([O:25][CH3:26])=[C:19]([O:27][CH3:28])[CH:18]=3)=[N:15][C:11]=2[CH:10]=1)=[O:8])[CH:3]([CH3:5])[CH3:4], predict the reaction product. The product is: [ClH:1].[NH2:31][CH2:30][CH2:29][N:13]1[C:12]2[CH:39]=[CH:40][C:9]([C:7]([N:6]([CH2:2][CH:3]([CH3:4])[CH3:5])[CH2:41][CH:42]([CH3:44])[CH3:43])=[O:8])=[CH:10][C:11]=2[N:15]=[C:14]1[NH:16][C:17]1[CH:22]=[C:21]([O:23][CH3:24])[C:20]([O:25][CH3:26])=[C:19]([O:27][CH3:28])[CH:18]=1. (6) Given the reactants [OH2:1].O[N:3]1[C:7]2[CH:8]=[CH:9][CH:10]=[CH:11][C:6]=2N=N1.Cl.CN(C)CCCN=C=NCC.C(N(CC)CC)C.CN([CH:34]=[O:35])C, predict the reaction product. The product is: [C:34]([OH:35])(=[O:1])[C:6]1[C:7](=[CH:8][CH:9]=[CH:10][CH:11]=1)[NH2:3]. (7) Given the reactants [NH:1]1[C:9]2[C:4](=[CH:5][CH:6]=[C:7]([OH:10])[CH:8]=2)[CH:3]=[N:2]1.CN(C=O)C.N1C=CN=C1.[CH3:21][C:22]([Si:25](Cl)([C:32]1[CH:37]=[CH:36][CH:35]=[CH:34][CH:33]=1)[C:26]1[CH:31]=[CH:30][CH:29]=[CH:28][CH:27]=1)([CH3:24])[CH3:23], predict the reaction product. The product is: [Si:25]([O:10][C:7]1[CH:8]=[C:9]2[C:4]([CH:3]=[N:2][NH:1]2)=[CH:5][CH:6]=1)([C:22]([CH3:24])([CH3:23])[CH3:21])([C:32]1[CH:33]=[CH:34][CH:35]=[CH:36][CH:37]=1)[C:26]1[CH:31]=[CH:30][CH:29]=[CH:28][CH:27]=1.